Dataset: Reaction yield outcomes from USPTO patents with 853,638 reactions. Task: Predict the reaction yield, written as a fraction of the theoretical maximum amount of product (1.0 means a 100% yield; for example, 0.34 means a 34% yield). The reactants are [CH3:1][O:2][C:3]1[CH:8]=[CH:7][C:6](/[CH:9]=[CH:10]/[C:11](=[O:13])[CH3:12])=[CH:5][CH:4]=1.[OH-].[Na+].[F:16][C:17]([F:27])([F:26])[C:18]1[CH:25]=[CH:24][C:21]([CH:22]=O)=[CH:20][CH:19]=1. The catalyst is CO.O. The product is [F:16][C:17]([F:26])([F:27])[C:18]1[CH:19]=[CH:20][C:21](/[CH:22]=[CH:12]/[C:11](=[O:13])/[CH:10]=[CH:9]/[C:6]2[CH:7]=[CH:8][C:3]([O:2][CH3:1])=[CH:4][CH:5]=2)=[CH:24][CH:25]=1. The yield is 0.920.